From a dataset of Forward reaction prediction with 1.9M reactions from USPTO patents (1976-2016). Predict the product of the given reaction. (1) Given the reactants [C:1]([C:3]1[CH:15]=[CH:14][C:6]([CH2:7][N:8]2[CH2:13][CH2:12][O:11][CH2:10][CH2:9]2)=[CH:5][CH:4]=1)#[CH:2].[CH3:16][C:17]1([CH3:24])[C:21]([CH3:23])([CH3:22])[O:20][BH:19][O:18]1, predict the reaction product. The product is: [CH3:16][C:17]1([CH3:24])[C:21]([CH3:23])([CH3:22])[O:20][B:19](/[CH:2]=[CH:1]/[C:3]2[CH:15]=[CH:14][C:6]([CH2:7][N:8]3[CH2:9][CH2:10][O:11][CH2:12][CH2:13]3)=[CH:5][CH:4]=2)[O:18]1. (2) The product is: [ClH:26].[Cl:26][C:9]1[CH:10]=[CH:11][C:12]2[CH2:13][CH2:14][NH:15][CH2:16][CH2:17][C:18]=2[C:8]=1[S:7][CH2:6][C:5]1[CH:27]=[CH:28][C:2]([CH:31]2[CH2:36][CH2:35][CH2:34][CH2:33][CH2:32]2)=[C:3]([F:29])[CH:4]=1. Given the reactants Br[C:2]1[CH:28]=[CH:27][C:5]([CH2:6][S:7][C:8]2[C:18]3[CH2:17][CH2:16][N:15](C(OC(C)(C)C)=O)[CH2:14][CH2:13][C:12]=3[CH:11]=[CH:10][C:9]=2[Cl:26])=[CH:4][C:3]=1[F:29].[Br-].[CH:31]1([Zn+])[CH2:36][CH2:35][CH2:34][CH2:33][CH2:32]1, predict the reaction product. (3) The product is: [O:13]=[C:11]([N:59]1[CH2:58][CH2:57][CH:56]([O:55][C:54]2[CH:62]=[CH:63][CH:64]=[CH:65][C:53]=2[C:52]([F:51])([F:66])[F:67])[CH2:61][CH2:60]1)[CH2:10][NH:9][C:7]([C:4]1[CH:3]=[CH:2][C:1]([C:14]2[CH:19]=[CH:18][CH:17]=[CH:16][CH:15]=2)=[CH:6][CH:5]=1)=[O:8]. Given the reactants [C:1]1([C:14]2[CH:19]=[CH:18][CH:17]=[CH:16][CH:15]=2)[CH:6]=[CH:5][C:4]([C:7]([NH:9][CH2:10][C:11]([OH:13])=O)=[O:8])=[CH:3][CH:2]=1.CCN(C(C)C)C(C)C.C1C=CC2N(O)N=NC=2C=1.CCN=C=NCCCN(C)C.Cl.[F:51][C:52]([F:67])([F:66])[C:53]1[CH:65]=[CH:64][CH:63]=[CH:62][C:54]=1[O:55][CH:56]1[CH2:61][CH2:60][NH:59][CH2:58][CH2:57]1, predict the reaction product. (4) The product is: [N+:37]([C:34]1[CH:35]=[CH:36][C:31]([C:20](=[N:41][NH:40][C:42]2[N:47]=[CH:46][CH:45]=[CH:44][N:43]=2)[C:21]2[C:26]([CH2:27][CH:18]([OH:19])[CH3:17])=[CH:25][C:24]3[O:28][CH2:29][O:30][C:23]=3[CH:22]=2)=[CH:32][CH:33]=1)([O-:39])=[O:38]. Given the reactants C(OCC)(=O)C.Cl(O)(=O)(=O)=O.Cl([O-])(=O)(=O)=O.[CH3:17][CH:18]1[CH2:27][C:26]2[CH:25]=[C:24]3[O:28][CH2:29][O:30][C:23]3=[CH:22][C:21]=2[CH:20]([C:31]2[CH:36]=[CH:35][C:34]([N+:37]([O-:39])=[O:38])=[CH:33][CH:32]=2)[OH+:19]1.[NH:40]([C:42]1[N:47]=[CH:46][CH:45]=[CH:44][N:43]=1)[NH2:41], predict the reaction product. (5) Given the reactants C(OC([N:8]1[C:16]2[C:11](=[CH:12][CH:13]=[C:14]([Cl:17])[CH:15]=2)/[C:10](=[CH:18]/[C:19]2[CH:24]=[C:23]([Cl:25])[CH:22]=[CH:21][C:20]=2[O:26][C:27]([C:30]([O:32][CH3:33])=[O:31])([CH3:29])[CH3:28])/[C:9]1=[O:34])=O)(C)(C)C.[CH3:35][C:36]1[CH:37]=[CH:38][C:39]([O:51][CH3:52])=[C:40]([CH:42]=[N:43][C:44]([O:46][Si](C)(C)C)=[CH2:45])[CH:41]=1, predict the reaction product. The product is: [Cl:17][C:14]1[CH:15]=[C:16]2[NH:8][C:9](=[O:34])[C:10]3([CH:18]([C:19]4[CH:24]=[C:23]([Cl:25])[CH:22]=[CH:21][C:20]=4[O:26][C:27]([C:30]([O:32][CH3:33])=[O:31])([CH3:29])[CH3:28])[CH2:45][C:44](=[O:46])[NH:43][CH:42]3[C:40]3[CH:41]=[C:36]([CH3:35])[CH:37]=[CH:38][C:39]=3[O:51][CH3:52])[C:11]2=[CH:12][CH:13]=1. (6) Given the reactants Cl[C:2]1[CH:19]=[C:18](F)[C:17]([N+:21]([O-:23])=[O:22])=[CH:16][C:3]=1[C:4]([NH:6][C:7]1[CH:15]=[C:14]2[C:10]([CH:11]=[N:12][NH:13]2)=[CH:9][CH:8]=1)=[O:5].[NH4+].[OH-].[NH2:26]C1C=C(F)C([N+]([O-])=O)=CC=1C(NC1C=C2C(C=NN2)=CC=1)=O.[CH3:49][CH:50]1[CH2:55][NH:54][CH2:53][CH:52]([CH3:56])[NH:51]1, predict the reaction product. The product is: [NH2:26][C:18]1[C:17]([N+:21]([O-:23])=[O:22])=[CH:16][C:3]([C:4]([NH:6][C:7]2[CH:15]=[C:14]3[C:10]([CH:11]=[N:12][NH:13]3)=[CH:9][CH:8]=2)=[O:5])=[C:2]([N:54]2[CH2:53][CH:52]([CH3:56])[NH:51][CH:50]([CH3:49])[CH2:55]2)[CH:19]=1.